Dataset: Forward reaction prediction with 1.9M reactions from USPTO patents (1976-2016). Task: Predict the product of the given reaction. (1) Given the reactants [CH2:1]([O:3][P:4]([CH2:9][C:10]1[CH:15]=[CH:14][C:13]([NH:16][C:17](=[O:31])[CH2:18][CH2:19][C:20]2[CH:21]=[N:22][O:23][C:24]=2[C:25]2[CH:30]=[CH:29][CH:28]=[CH:27][CH:26]=2)=[CH:12][CH:11]=1)([O:6]CC)=[O:5])[CH3:2].C[Si](Br)(C)C, predict the reaction product. The product is: [CH2:1]([O:3][P:4]([CH2:9][C:10]1[CH:15]=[CH:14][C:13]([NH:16][C:17](=[O:31])[CH2:18][CH2:19][C:20]2[CH:21]=[N:22][O:23][C:24]=2[C:25]2[CH:30]=[CH:29][CH:28]=[CH:27][CH:26]=2)=[CH:12][CH:11]=1)([OH:6])=[O:5])[CH3:2]. (2) Given the reactants [F:1][C:2]1([F:26])[CH2:7][CH2:6][C:5]([CH2:9][NH:10][C:11]([C:13]2[C:14]3[CH:15]=[CH:16][C:17](Cl)=[N:18][C:19]=3[CH:20]=[CH:21][C:22]=2[Cl:23])=[O:12])([OH:8])[CH2:4][CH:3]1[CH3:25].CCN(C(C)C)C(C)C.[CH3:36][N:37]([CH3:43])[C@H:38]1[CH2:42][CH2:41][NH:40][CH2:39]1, predict the reaction product. The product is: [F:1][C:2]1([F:26])[CH2:7][CH2:6][C:5]([CH2:9][NH:10][C:11]([C:13]2[C:14]3[CH:15]=[CH:16][C:17]([N:40]4[CH2:41][CH2:42][C@H:38]([N:37]([CH3:43])[CH3:36])[CH2:39]4)=[N:18][C:19]=3[CH:20]=[CH:21][C:22]=2[Cl:23])=[O:12])([OH:8])[CH2:4][CH:3]1[CH3:25]. (3) Given the reactants [F:1][C:2]([F:7])([F:6])[C:3]([OH:5])=[O:4].FC(F)(F)C(O)=O.[NH2:15][C:16]1[N:25]2[CH2:26][CH2:27][N:28]=[C:24]2[C:23]2[CH:22]=[CH:21][C:20]([OH:29])=[C:19]([O:30][CH3:31])[C:18]=2[N:17]=1.C(N(CC)CC)C, predict the reaction product. The product is: [F:1][C:2]([F:7])([F:6])[C:3]([OH:5])=[O:4].[NH2:15][C:16]1[N:25]2[CH2:26][CH2:27][N:28]=[C:24]2[C:23]2[CH:22]=[CH:21][C:20]([OH:29])=[C:19]([O:30][CH3:31])[C:18]=2[N:17]=1. (4) The product is: [CH2:18]([O:17][C:15](=[O:16])[CH2:14][CH2:13][CH:12]([CH2:25][I:39])[CH2:11][CH2:10][C:9]([O:8][CH2:1][C:2]1[CH:3]=[CH:4][CH:5]=[CH:6][CH:7]=1)=[O:26])[C:19]1[CH:24]=[CH:23][CH:22]=[CH:21][CH:20]=1. Given the reactants [CH2:1]([O:8][C:9](=[O:26])[CH2:10][CH2:11][C:12](=[CH2:25])[CH2:13][CH2:14][C:15]([O:17][CH2:18][C:19]1[CH:24]=[CH:23][CH:22]=[CH:21][CH:20]=1)=[O:16])[C:2]1[CH:7]=[CH:6][CH:5]=[CH:4][CH:3]=1.B.C1COCC1.CC([O-])=O.[Na+].[Na+].[I-:39].CC1C=CC(S(NCl)(=O)=O)=CC=1, predict the reaction product. (5) Given the reactants Br[C:2]1[CH:7]=[CH:6][C:5]([CH2:8][OH:9])=[C:4]([F:10])[CH:3]=1.[CH3:11][N:12]1[CH:16]=[C:15](B2OC(C)(C)C(C)(C)O2)[CH:14]=[N:13]1.C(=O)([O-])[O-].[Cs+].[Cs+].C1COCC1, predict the reaction product. The product is: [F:10][C:4]1[CH:3]=[C:2]([C:15]2[CH:14]=[N:13][N:12]([CH3:11])[CH:16]=2)[CH:7]=[CH:6][C:5]=1[CH2:8][OH:9].